From a dataset of Forward reaction prediction with 1.9M reactions from USPTO patents (1976-2016). Predict the product of the given reaction. (1) Given the reactants [NH2:1][C:2]1[C:3]([CH3:16])=[C:4]([CH:9]=[C:10]([C:12]([F:15])([F:14])[F:13])[CH:11]=1)[C:5]([O:7][CH3:8])=[O:6].[CH2:17]([N:24]1[C@@H:29]([CH3:30])[CH2:28][C:27](=O)[CH2:26][C@H:25]1[CH3:32])[C:18]1[CH:23]=[CH:22][CH:21]=[CH:20][CH:19]=1.C(O[BH-](OC(=O)C)OC(=O)C)(=O)C.[Na+].C([O-])(O)=O.[Na+], predict the reaction product. The product is: [CH2:17]([N:24]1[C@H:29]([CH3:30])[CH2:28][CH:27]([NH:1][C:2]2[C:3]([CH3:16])=[C:4]([CH:9]=[C:10]([C:12]([F:13])([F:14])[F:15])[CH:11]=2)[C:5]([O:7][CH3:8])=[O:6])[CH2:26][C@H:25]1[CH3:32])[C:18]1[CH:23]=[CH:22][CH:21]=[CH:20][CH:19]=1. (2) Given the reactants [Cl:1][C:2]1[C:15]([C:16]2[NH:20][C:19](=[O:21])[N:18]([CH:22]3[CH2:27][CH2:26][C:25]([CH3:29])([CH3:28])[CH2:24][CH2:23]3)[N:17]=2)=[CH:14][C:5]([CH2:6][NH:7]C(=O)C(F)(F)F)=[C:4]([F:30])[CH:3]=1.[OH-].[K+].O, predict the reaction product. The product is: [NH2:7][CH2:6][C:5]1[C:4]([F:30])=[CH:3][C:2]([Cl:1])=[C:15]([C:16]2[NH:20][C:19](=[O:21])[N:18]([CH:22]3[CH2:27][CH2:26][C:25]([CH3:28])([CH3:29])[CH2:24][CH2:23]3)[N:17]=2)[CH:14]=1. (3) Given the reactants C([Li])CCCCC.Br[C:9]1[CH:14]=[CH:13][CH:12]=[C:11]([S:15][CH3:16])[C:10]=1[F:17].[CH2:18]([N:20]1[CH2:25][CH2:24][C:23](=[O:26])[CH2:22][CH2:21]1)[CH3:19], predict the reaction product. The product is: [CH2:18]([N:20]1[CH2:25][CH2:24][C:23]([C:9]2[CH:14]=[CH:13][CH:12]=[C:11]([S:15][CH3:16])[C:10]=2[F:17])([OH:26])[CH2:22][CH2:21]1)[CH3:19]. (4) Given the reactants I[C:2]1[N:6]([CH3:7])[N:5]=[CH:4][CH:3]=1.[F:8][C:9]1([F:24])[CH2:14][CH2:13][C:12](B2OC(C)(C)C(C)(C)O2)=[CH:11][CH2:10]1.C(=O)([O-])[O-].[Cs+].[Cs+].O1CCOCC1, predict the reaction product. The product is: [F:8][C:9]1([F:24])[CH2:14][CH2:13][C:12]([C:2]2[N:6]([CH3:7])[N:5]=[CH:4][CH:3]=2)=[CH:11][CH2:10]1. (5) Given the reactants Cl.[CH2:2]([N:5]([CH2:20][CH2:21][CH3:22])[CH2:6][CH2:7][CH2:8][CH2:9][NH:10][CH2:11][C:12]1[CH:19]=[CH:18][C:15]([C:16]#[N:17])=[CH:14][CH:13]=1)[CH2:3][CH3:4].[OH-].[Na+], predict the reaction product. The product is: [CH2:20]([N:5]([CH2:2][CH2:3][CH3:4])[CH2:6][CH2:7][CH2:8][CH2:9][NH:10][CH2:11][C:12]1[CH:13]=[CH:14][C:15]([C:16]#[N:17])=[CH:18][CH:19]=1)[CH2:21][CH3:22].